From a dataset of Catalyst prediction with 721,799 reactions and 888 catalyst types from USPTO. Predict which catalyst facilitates the given reaction. (1) Reactant: [NH2:1][C:2]1[C:7]([C:8]([O:10]CC)=[O:9])=[C:6]([CH3:13])[N:5]=[C:4]2[S:14][C:15]([CH3:18])=[C:16]([Br:17])[C:3]=12.[OH-].[Na+].Cl. Product: [NH2:1][C:2]1[C:7]([C:8]([OH:10])=[O:9])=[C:6]([CH3:13])[N:5]=[C:4]2[S:14][C:15]([CH3:18])=[C:16]([Br:17])[C:3]=12. The catalyst class is: 8. (2) Reactant: [NH2:1][C:2]1[CH:9]=[CH:8][C:5]([C:6]#[N:7])=[C:4]([C:10]([F:13])([F:12])[F:11])[CH:3]=1.[BH3-]C#N.[Na+].[C:18](O)([C:20]([F:23])([F:22])[F:21])=O.[H][H].O.FC(F)(F)C=O.C([O-])(O)=O.[Na+]. Product: [F:21][C:20]([F:23])([F:22])[CH2:18][NH:1][C:2]1[CH:9]=[CH:8][C:5]([C:6]#[N:7])=[C:4]([C:10]([F:11])([F:12])[F:13])[CH:3]=1. The catalyst class is: 2. (3) Reactant: [Cl:1][C:2]1[N:7]=[C:6]([N:8]2[CH2:13][CH2:12][O:11][CH2:10][CH2:9]2)[CH:5]=[C:4](I)[CH:3]=1.CC1(C)C(C)(C)OB([C:23]2[CH:28]=[CH:27][C:26]([N:29]3[CH2:34][CH2:33][N:32]([C:35]([O:37][C:38]([CH3:41])([CH3:40])[CH3:39])=[O:36])[CH2:31][CH2:30]3)=[CH:25][CH:24]=2)O1.C(=O)([O-])[O-].[Na+].[Na+]. Product: [Cl:1][C:2]1[CH:3]=[C:4]([C:23]2[CH:24]=[CH:25][C:26]([N:29]3[CH2:30][CH2:31][N:32]([C:35]([O:37][C:38]([CH3:41])([CH3:40])[CH3:39])=[O:36])[CH2:33][CH2:34]3)=[CH:27][CH:28]=2)[CH:5]=[C:6]([N:8]2[CH2:13][CH2:12][O:11][CH2:10][CH2:9]2)[N:7]=1. The catalyst class is: 203. (4) Reactant: [CH3:1][N:2]([CH3:26])[C:3](=[O:25])[CH2:4][C:5]1[CH:10]=[C:9]([CH3:11])[CH:8]=[CH:7][C:6]=1[NH:12][C:13]1[CH:18]=[CH:17][C:16](Br)=[C:15]([C:20]([F:23])([F:22])[F:21])[C:14]=1[F:24].[CH:27]([Sn](CCCC)(CCCC)CCCC)=[CH2:28].CCOC(C)=O.[Na+].[Cl-]. Product: [CH3:1][N:2]([CH3:26])[C:3](=[O:25])[CH2:4][C:5]1[CH:10]=[C:9]([CH3:11])[CH:8]=[CH:7][C:6]=1[NH:12][C:13]1[CH:18]=[CH:17][C:16]([CH:27]=[CH2:28])=[C:15]([C:20]([F:23])([F:22])[F:21])[C:14]=1[F:24]. The catalyst class is: 128. (5) Reactant: [OH:1][C:2]1[CH:3]=[C:4]([CH:10]=[C:11]([OH:14])[C:12]=1[OH:13])[C:5]([O:7][CH2:8][CH3:9])=[O:6].C(=O)([O-])[O-].[K+].[K+].Br[CH2:22][CH2:23][CH2:24][CH2:25][CH2:26][CH2:27][CH2:28][CH2:29][CH2:30][CH2:31][CH2:32][CH3:33]. Product: [CH2:22]([O:1][C:2]1[CH:3]=[C:4]([CH:10]=[C:11]([O:14][CH2:33][CH2:32][CH2:31][CH2:30][CH2:29][CH2:28][CH2:27][CH2:26][CH2:25][CH2:24][CH2:23][CH3:22])[C:12]=1[O:13][CH2:33][CH2:32][CH2:31][CH2:30][CH2:29][CH2:28][CH2:27][CH2:26][CH2:25][CH2:24][CH2:23][CH3:22])[C:5]([O:7][CH2:8][CH3:9])=[O:6])[CH2:23][CH2:24][CH2:25][CH2:26][CH2:27][CH2:28][CH2:29][CH2:30][CH2:31][CH2:32][CH3:33]. The catalyst class is: 9. (6) Reactant: [OH:1][CH:2]1[CH2:6][CH2:5][N:4]([C:7]2[CH:19]=[CH:18][C:10]([C:11]([O:13][C:14]([CH3:17])([CH3:16])[CH3:15])=[O:12])=[CH:9][CH:8]=2)[CH2:3]1.C[N+]1([O-])CCOCC1.ClCCCl. Product: [O:1]=[C:2]1[CH2:6][CH2:5][N:4]([C:7]2[CH:19]=[CH:18][C:10]([C:11]([O:13][C:14]([CH3:15])([CH3:17])[CH3:16])=[O:12])=[CH:9][CH:8]=2)[CH2:3]1. The catalyst class is: 862. (7) Reactant: [NH2:1][C:2]1[CH:3]=[C:4]([CH:30]=[CH:31][CH:32]=1)[C:5]([NH:7][C:8]1[CH:9]=[CH:10][C:11]2[N:15]=[CH:14][N:13]([CH:16]([C:23]3[CH:28]=[CH:27][CH:26]=[CH:25][CH:24]=3)[CH2:17][C:18]([O:20]CC)=[O:19])[C:12]=2[CH:29]=1)=[O:6]. Product: [NH2:1][C:2]1[CH:3]=[C:4]([CH:30]=[CH:31][CH:32]=1)[C:5]([NH:7][C:8]1[CH:9]=[CH:10][C:11]2[N:15]=[CH:14][N:13]([CH:16]([C:23]3[CH:24]=[CH:25][CH:26]=[CH:27][CH:28]=3)[CH2:17][C:18]([OH:20])=[O:19])[C:12]=2[CH:29]=1)=[O:6]. The catalyst class is: 33. (8) Reactant: [OH-].[Na+].[F:3][C:4]1([F:18])[O:8][C:7]2[CH:9]=[CH:10][C:11]([C:13]3([C:16]#[N:17])[CH2:15][CH2:14]3)=[CH:12][C:6]=2[O:5]1.FC1(F)OC2C=CC(CC#N)=CC=2O1.BrCCCl. Product: [F:18][C:4]1([F:3])[O:8][C:7]2[CH:9]=[CH:10][C:11]([C:13]3([C:16]#[N:17])[CH2:15][CH2:14]3)=[CH:12][C:6]=2[O:5]1. The catalyst class is: 786.